This data is from Catalyst prediction with 721,799 reactions and 888 catalyst types from USPTO. The task is: Predict which catalyst facilitates the given reaction. Reactant: [H-].[Na+].[NH:3]1[CH:7]=[CH:6][C:5]([C:8]([O:10][CH3:11])=[O:9])=[N:4]1.CS(O[CH:17]1[CH2:22][CH2:21][N:20]([C:23]([O:25][C:26]([CH3:29])([CH3:28])[CH3:27])=[O:24])[CH2:19][CH2:18]1)(=O)=O. Product: [CH3:11][O:10][C:8]([C:5]1[N:4]([CH:17]2[CH2:22][CH2:21][N:20]([C:23]([O:25][C:26]([CH3:29])([CH3:28])[CH3:27])=[O:24])[CH2:19][CH2:18]2)[N:3]=[CH:7][CH:6]=1)=[O:9]. The catalyst class is: 37.